Dataset: Catalyst prediction with 721,799 reactions and 888 catalyst types from USPTO. Task: Predict which catalyst facilitates the given reaction. (1) Reactant: [C:1]1([C:17]2[CH:22]=[CH:21][CH:20]=[CH:19][CH:18]=2)[CH:6]=[CH:5][C:4]([O:7][CH2:8][C:9]2[CH:10]=[C:11]([C:15]#[N:16])[O:12][C:13]=2[CH3:14])=[CH:3][CH:2]=1.[N-:23]=[N+:24]=[N-:25].[Na+].C(=O)([O-])[O-].[K+].[K+]. The catalyst class is: 9. Product: [C:1]1([C:17]2[CH:18]=[CH:19][CH:20]=[CH:21][CH:22]=2)[CH:2]=[CH:3][C:4]([O:7][CH2:8][C:9]2[CH:10]=[C:11]([C:15]3[NH:25][N:24]=[N:23][N:16]=3)[O:12][C:13]=2[CH3:14])=[CH:5][CH:6]=1. (2) Reactant: [Sn](Cl)Cl.[Br:4][C:5]1[C:6]([F:17])=[C:7]2[C:13]([N+:14]([O-])=O)=[CH:12][NH:11][C:8]2=[N:9][CH:10]=1.[OH-].[Na+]. Product: [Br:4][C:5]1[C:6]([F:17])=[C:7]2[C:13]([NH2:14])=[CH:12][NH:11][C:8]2=[N:9][CH:10]=1. The catalyst class is: 33.